This data is from NCI-60 drug combinations with 297,098 pairs across 59 cell lines. The task is: Regression. Given two drug SMILES strings and cell line genomic features, predict the synergy score measuring deviation from expected non-interaction effect. Drug 1: C(CC(=O)O)C(=O)CN.Cl. Drug 2: COC1=C2C(=CC3=C1OC=C3)C=CC(=O)O2. Cell line: 786-0. Synergy scores: CSS=15.1, Synergy_ZIP=-4.17, Synergy_Bliss=2.08, Synergy_Loewe=1.68, Synergy_HSA=1.35.